This data is from Full USPTO retrosynthesis dataset with 1.9M reactions from patents (1976-2016). The task is: Predict the reactants needed to synthesize the given product. (1) Given the product [C:12]([O:11][C:9]([N:16]1[CH2:21][CH2:20][N:19]([C:2]2[CH:7]=[N:6][CH:5]=[C:4]([Cl:8])[N:3]=2)[CH2:18][CH2:17]1)=[O:10])([CH3:15])([CH3:13])[CH3:14], predict the reactants needed to synthesize it. The reactants are: Cl[C:2]1[CH:7]=[N:6][CH:5]=[C:4]([Cl:8])[N:3]=1.[C:9]([N:16]1[CH2:21][CH2:20][NH:19][CH2:18][CH2:17]1)([O:11][C:12]([CH3:15])([CH3:14])[CH3:13])=[O:10]. (2) Given the product [OH:2][CH:1]([C:23]1[CH:24]=[C:19]([O:17][CH3:18])[CH:20]=[CH:21][C:22]=1[O:25][CH3:26])[C:3]1[CH:4]=[N:5][CH:6]=[CH:7][C:8]=1[C:9]1[CH:10]=[C:11]([CH:14]=[CH:15][CH:16]=1)[C:12]#[N:13], predict the reactants needed to synthesize it. The reactants are: [CH:1]([C:3]1[CH:4]=[N:5][CH:6]=[CH:7][C:8]=1[C:9]1[CH:10]=[C:11]([CH:14]=[CH:15][CH:16]=1)[C:12]#[N:13])=[O:2].[O:17]([C:19]1[CH:24]=[CH:23][C:22]([O:25][CH3:26])=[CH:21][C:20]=1[Mg]Br)[CH3:18]. (3) Given the product [CH3:23][C:24]([CH3:30])([CH3:29])[CH2:25][C:26]([NH:1][C:2]1[CH:3]=[C:4]2[C:8](=[CH:9][CH:10]=1)[NH:7][C:6]([C:11]([O:13][CH2:14][CH3:15])=[O:12])=[CH:5]2)=[O:27], predict the reactants needed to synthesize it. The reactants are: [NH2:1][C:2]1[CH:3]=[C:4]2[C:8](=[CH:9][CH:10]=1)[NH:7][C:6]([C:11]([O:13][CH2:14][CH3:15])=[O:12])=[CH:5]2.C(N(CC)CC)C.[CH3:23][C:24]([CH3:30])([CH3:29])[CH2:25][C:26](Cl)=[O:27].O.